Task: Regression. Given two drug SMILES strings and cell line genomic features, predict the synergy score measuring deviation from expected non-interaction effect.. Dataset: NCI-60 drug combinations with 297,098 pairs across 59 cell lines (1) Cell line: DU-145. Synergy scores: CSS=45.4, Synergy_ZIP=4.21, Synergy_Bliss=3.19, Synergy_Loewe=-44.5, Synergy_HSA=-1.01. Drug 1: CC1=CC=C(C=C1)C2=CC(=NN2C3=CC=C(C=C3)S(=O)(=O)N)C(F)(F)F. Drug 2: B(C(CC(C)C)NC(=O)C(CC1=CC=CC=C1)NC(=O)C2=NC=CN=C2)(O)O. (2) Drug 1: C1CC(=O)NC(=O)C1N2CC3=C(C2=O)C=CC=C3N. Drug 2: C1=C(C(=O)NC(=O)N1)N(CCCl)CCCl. Cell line: NCI-H322M. Synergy scores: CSS=-7.41, Synergy_ZIP=-0.451, Synergy_Bliss=-7.71, Synergy_Loewe=-8.04, Synergy_HSA=-9.21. (3) Drug 1: CN1C(=O)N2C=NC(=C2N=N1)C(=O)N. Drug 2: C#CCC(CC1=CN=C2C(=N1)C(=NC(=N2)N)N)C3=CC=C(C=C3)C(=O)NC(CCC(=O)O)C(=O)O. Cell line: MOLT-4. Synergy scores: CSS=80.8, Synergy_ZIP=1.62, Synergy_Bliss=0.320, Synergy_Loewe=-36.6, Synergy_HSA=-3.36. (4) Drug 1: C1=CC(=CC=C1C#N)C(C2=CC=C(C=C2)C#N)N3C=NC=N3. Drug 2: C(CCl)NC(=O)N(CCCl)N=O. Cell line: SNB-75. Synergy scores: CSS=0.764, Synergy_ZIP=0.693, Synergy_Bliss=-0.736, Synergy_Loewe=-0.0221, Synergy_HSA=-1.55. (5) Synergy scores: CSS=8.37, Synergy_ZIP=-4.76, Synergy_Bliss=-1.74, Synergy_Loewe=-1.22, Synergy_HSA=-1.45. Drug 2: CC1=CC=C(C=C1)C2=CC(=NN2C3=CC=C(C=C3)S(=O)(=O)N)C(F)(F)F. Drug 1: C1=CC(=CC=C1CCCC(=O)O)N(CCCl)CCCl. Cell line: NCI-H226.